Task: Predict the product of the given reaction.. Dataset: Forward reaction prediction with 1.9M reactions from USPTO patents (1976-2016) (1) Given the reactants [CH3:1][Li].[Cl:3][C:4]1[S:8][C:7]2[CH:9]=[CH:10][C:11]3[C:16]([C:6]=2[CH:5]=1)=[CH:15][C:14]([CH2:17][C:18]([CH3:20])=[O:19])=[CH:13][CH:12]=3, predict the reaction product. The product is: [Cl:3][C:4]1[S:8][C:7]2[CH:9]=[CH:10][C:11]3[C:16]([C:6]=2[CH:5]=1)=[CH:15][C:14]([CH2:17][C:18]([CH3:1])([OH:19])[CH3:20])=[CH:13][CH:12]=3. (2) Given the reactants O[C:2]1([C:8]2[S:12][C:11]3[CH:13]=[CH:14][CH:15]=[CH:16][C:10]=3[C:9]=2[CH2:17][CH3:18])[CH2:7][CH2:6][NH:5][CH2:4][CH2:3]1.O1C[C@H]1COC1C2C=COC=2C=CC=1, predict the reaction product. The product is: [CH2:17]([C:9]1[C:10]2[CH:16]=[CH:15][CH:14]=[CH:13][C:11]=2[S:12][C:8]=1[CH:2]1[CH2:3][CH2:4][NH:5][CH2:6][CH2:7]1)[CH3:18]. (3) Given the reactants [N:1]([CH2:4][C@H:5]([C:26]([F:29])([F:28])[F:27])[C@@H:6]([O:18][Si:19]([C:22]([CH3:25])([CH3:24])[CH3:23])([CH3:21])[CH3:20])[C@H:7]([NH:10][C:11](=[O:17])[O:12][C:13]([CH3:16])([CH3:15])[CH3:14])[CH2:8][OH:9])=[N+:2]=[N-:3].N1C=CC=CC=1.[CH3:36][S:37](Cl)(=[O:39])=[O:38], predict the reaction product. The product is: [CH3:36][S:37]([O:9][CH2:8][C@@H:7]([NH:10][C:11]([O:12][C:13]([CH3:15])([CH3:16])[CH3:14])=[O:17])[C@H:6]([O:18][Si:19]([C:22]([CH3:23])([CH3:25])[CH3:24])([CH3:20])[CH3:21])[C@H:5]([CH2:4][N:1]=[N+:2]=[N-:3])[C:26]([F:27])([F:28])[F:29])(=[O:39])=[O:38]. (4) Given the reactants [CH2:1]([N:5]([CH2:35][CH2:36][CH2:37][CH3:38])[C:6]([C:8]1[N:9]=[CH:10][N:11]([CH3:34])[C:12]=1[C:13]1[CH:21]=[CH:20][C:16]([C:17](O)=[O:18])=[CH:15][C:14]=1[C:22]([N:24]1[CH2:33][CH2:32][C:31]2[C:26](=[CH:27][CH:28]=[CH:29][CH:30]=2)[CH2:25]1)=[O:23])=[O:7])[CH2:2][CH2:3][CH3:4].Cl[C:40]1[CH:49]=[CH:48][C:47]([Cl:50])=[C:46]2[C:41]=1[CH:42]=[CH:43][C:44]([S:51]([NH2:54])(=[O:53])=[O:52])=[CH:45]2, predict the reaction product. The product is: [CH2:1]([N:5]([CH2:35][CH2:36][CH2:37][CH3:38])[C:6]([C:8]1[N:9]=[CH:10][N:11]([CH3:34])[C:12]=1[C:13]1[CH:21]=[CH:20][C:16]([C:17](=[O:18])[NH:54][S:51]([C:44]2[CH:43]=[CH:42][C:41]3[C:46](=[C:47]([Cl:50])[CH:48]=[CH:49][CH:40]=3)[CH:45]=2)(=[O:53])=[O:52])=[CH:15][C:14]=1[C:22]([N:24]1[CH2:33][CH2:32][C:31]2[C:26](=[CH:27][CH:28]=[CH:29][CH:30]=2)[CH2:25]1)=[O:23])=[O:7])[CH2:2][CH2:3][CH3:4]. (5) Given the reactants [Cl:1][C:2]1[CH:3]=[C:4]([CH:9]([CH2:12][CH2:13][N:14]([CH3:16])[CH3:15])[CH2:10][OH:11])[CH:5]=[CH:6][C:7]=1[Cl:8].C(Cl)(=O)C(Cl)=O.CS(C)=O.C([N+](CCCC)(CCCC)CCCC)CCC, predict the reaction product. The product is: [Cl:1][C:2]1[CH:3]=[C:4]([CH:9]([CH2:12][CH2:13][N:14]([CH3:16])[CH3:15])[CH:10]=[O:11])[CH:5]=[CH:6][C:7]=1[Cl:8]. (6) Given the reactants [CH3:1][O:2][C:3]1[CH:4]=[C:5]([CH:15]=[CH:16][C:17]=1[N+:18]([O-:20])=[O:19])[C:6]([NH:8][C@@H:9]1C[CH2:12][N:11]([CH3:14])[CH2:10]1)=[O:7].CN(C)CCN, predict the reaction product. The product is: [CH3:14][N:11]([CH3:12])[CH2:10][CH2:9][NH:8][C:6](=[O:7])[C:5]1[CH:15]=[CH:16][C:17]([N+:18]([O-:20])=[O:19])=[C:3]([O:2][CH3:1])[CH:4]=1. (7) Given the reactants C([O:8][C:9](=[O:22])[C:10]1[CH:15]=[CH:14][C:13]([N:16]2[CH2:21][CH2:20][NH:19][CH2:18][CH2:17]2)=[CH:12][CH:11]=1)C1C=CC=CC=1.Cl[C:24]1[CH:41]=[CH:40][C:27]([C:28]([NH:30][C:31]2[CH:36]=[CH:35][C:34]([O:37][CH3:38])=[CH:33][C:32]=2[CH3:39])=[O:29])=[CH:26][N:25]=1.C1(NC(C2C=CC(N3CCN(C4C=CC(C(O)=O)=CC=4)CC3)=NC=2)=O)C=CC=CC=1, predict the reaction product. The product is: [CH3:38][O:37][C:34]1[CH:35]=[CH:36][C:31]([NH:30][C:28]([C:27]2[CH:40]=[CH:41][C:24]([N:19]3[CH2:18][CH2:17][N:16]([C:13]4[CH:12]=[CH:11][C:10]([C:9]([OH:8])=[O:22])=[CH:15][CH:14]=4)[CH2:21][CH2:20]3)=[N:25][CH:26]=2)=[O:29])=[C:32]([CH3:39])[CH:33]=1. (8) Given the reactants [CH3:1][N:2]([C:8]1[CH:13]=[CH:12][C:11]([N+:14]([O-])=O)=[CH:10][CH:9]=1)[C:3](=[O:7])[CH2:4][CH2:5][CH3:6], predict the reaction product. The product is: [NH2:14][C:11]1[CH:10]=[CH:9][C:8]([N:2]([CH3:1])[C:3](=[O:7])[CH2:4][CH2:5][CH3:6])=[CH:13][CH:12]=1. (9) Given the reactants [Cl:1][C:2]1[CH:3]=[C:4]([C:11]2[CH:16]=[CH:15][C:14]([N+:17]([O-:19])=[O:18])=[CH:13][CH:12]=2)[CH:5]=[CH:6][C:7]=1[C:8]([OH:10])=O.C(Cl)(=O)C(Cl)=O.Cl.[CH3:27][O:28][C:29](=[O:35])[C@H:30]([CH:32]([CH3:34])[CH3:33])[NH2:31].C(N(CC)CC)C, predict the reaction product. The product is: [Cl:1][C:2]1[CH:3]=[C:4]([C:11]2[CH:16]=[CH:15][C:14]([N+:17]([O-:19])=[O:18])=[CH:13][CH:12]=2)[CH:5]=[CH:6][C:7]=1[C:8]([NH:31][C@H:30]([C:29]([O:28][CH3:27])=[O:35])[CH:32]([CH3:34])[CH3:33])=[O:10]. (10) Given the reactants [CH2:1]([O:3][CH:4]([O:6][CH:7]1[CH2:19][CH2:18][CH:17]([CH3:20])[CH:16]([OH:21])[CH:15]=[CH:14][CH:13]([CH3:22])[CH:12](/[C:23](/[CH3:50])=[CH:24]/[CH:25]=[CH:26]/[C:27]([O:44][CH:45]([O:47][CH2:48][CH3:49])[CH3:46])([CH3:43])[CH2:28][CH:29]2[O:42][CH:30]2[CH:31]([CH3:41])[CH:32]([O:35][CH:36]([O:38][CH2:39][CH3:40])[CH3:37])[CH2:33][CH3:34])[O:11][C:9](=[O:10])[CH2:8]1)[CH3:5])[CH3:2].C(N(CC)CC)C.ClC(O[C:62]1[CH:67]=[CH:66][C:65]([N+:68]([O-:70])=[O:69])=[CH:64][CH:63]=1)=O.[C:71]([O:74]CC)(=[O:73])C, predict the reaction product. The product is: [CH2:1]([O:3][CH:4]([O:6][CH:7]1[CH2:19][CH2:18][CH:17]([CH3:20])[CH:16]([O:21][C:62]2[CH:67]=[CH:66][C:65]([N+:68]([O-:70])=[O:69])=[CH:64][CH:63]=2)[CH:15]=[CH:14][CH:13]([CH3:22])[CH:12](/[C:23](/[CH3:50])=[CH:24]/[CH:25]=[CH:26]/[C:27]([O:44][CH:45]([O:47][CH2:48][CH3:49])[CH3:46])([CH3:43])[CH2:28][CH:29]2[O:42][CH:30]2[CH:31]([CH3:41])[CH:32]([O:35][CH:36]([O:38][CH2:39][CH3:40])[CH3:37])[CH2:33][CH3:34])[O:11][C:9](=[O:10])[CH:8]1[C:71]([OH:74])=[O:73])[CH3:5])[CH3:2].